Task: Predict the reaction yield, written as a fraction of the theoretical maximum amount of product (1.0 means a 100% yield; for example, 0.34 means a 34% yield).. Dataset: Reaction yield outcomes from USPTO patents with 853,638 reactions (1) The reactants are [OH:1][CH2:2][CH2:3][CH:4]1[CH2:8][N:7]([CH2:9][C:10]2[CH:15]=[CH:14][C:13]([CH3:16])=[CH:12][CH:11]=2)[C:6](=[O:17])[N:5]1[CH2:18][CH2:19][CH3:20].N1C=CC=CC=1.[C:27]1([CH3:47])[CH:32]=[CH:31][C:30]([S:33](O[S:33]([C:30]2[CH:31]=[CH:32][C:27]([CH3:47])=[CH:28][CH:29]=2)(=[O:35])=[O:34])(=[O:35])=[O:34])=[CH:29][CH:28]=1.N#N. The catalyst is C(Cl)Cl. The product is [CH3:16][C:13]1[CH:14]=[CH:15][C:10]([CH2:9][N:7]2[CH2:8][CH:4]([CH2:3][CH2:2][O:1][S:33]([C:30]3[CH:31]=[CH:32][C:27]([CH3:47])=[CH:28][CH:29]=3)(=[O:35])=[O:34])[N:5]([CH2:18][CH2:19][CH3:20])[C:6]2=[O:17])=[CH:11][CH:12]=1. The yield is 0.860. (2) The reactants are CS(O[CH2:6][C@@H:7]1[C@@H:14]2[C@@H:10]([O:11][C:12]([CH3:16])([CH3:15])[O:13]2)[C@H:9]([N:17]2[CH:25]=[N:24][C:23]3[C:18]2=[N:19][CH:20]=[N:21][CH:22]=3)[O:8]1)(=O)=O.[N-:26]=[N+:27]=[N-:28].[Na+]. The catalyst is CN(C=O)C. The product is [N:26]([CH2:6][C@@H:7]1[C@H:14]2[O:13][C:12]([CH3:15])([CH3:16])[O:11][C@H:10]2[C@H:9]([N:17]2[CH:25]=[N:24][C:23]3[C:18]2=[N:19][CH:20]=[N:21][CH:22]=3)[O:8]1)=[N+:27]=[N-:28]. The yield is 0.390. (3) The reactants are [H-].[Na+].[O:3]1[CH2:7][CH2:6][CH2:5][CH2:4]1.C(O)CCC.[C:13]([C:15]1[CH:22]=[CH:21][C:18]([CH2:19]Br)=[CH:17][CH:16]=1)#[N:14]. The catalyst is CN(C)C=O. The product is [CH2:7]([O:3][CH2:19][C:18]1[CH:21]=[CH:22][C:15]([C:13]#[N:14])=[CH:16][CH:17]=1)[CH2:6][CH2:5][CH3:4]. The yield is 0.840. (4) The reactants are [CH3:1][O:2][C:3]1[CH:8]=[CH:7][C:6](/[CH:9]=[CH:10]/[C:11]([OH:13])=[O:12])=[C:5]([N+:14]([O-:16])=[O:15])[CH:4]=1.S(Cl)(Cl)=O.[CH3:21]O. No catalyst specified. The product is [CH3:1][O:2][C:3]1[CH:8]=[CH:7][C:6](/[CH:9]=[CH:10]/[C:11]([O:13][CH3:21])=[O:12])=[C:5]([N+:14]([O-:16])=[O:15])[CH:4]=1. The yield is 0.880. (5) The reactants are [C:1]1([C:9]2[CH:14]=[CH:13][CH:12]=[CH:11][CH:10]=2)[C:2]([CH:7]=O)=[CH:3][CH:4]=[CH:5][CH:6]=1.[C:15]([NH:18][NH2:19])([NH2:17])=[NH:16].[ClH:20]. No catalyst specified. The product is [ClH:20].[C:9]1([C:1]2[CH:6]=[CH:5][CH:4]=[CH:3][C:2]=2[CH:7]=[N:19][NH:18][C:15]([NH2:17])=[NH:16])[CH:14]=[CH:13][CH:12]=[CH:11][CH:10]=1. The yield is 0.800. (6) The reactants are C[O:2][C:3]1[CH:11]=[C:10]2[C:6]([C:7]([CH3:12])=[N:8][NH:9]2)=[CH:5][CH:4]=1.B(Br)(Br)Br. The catalyst is C(Cl)Cl. The product is [CH3:12][C:7]1[C:6]2[C:10](=[CH:11][C:3]([OH:2])=[CH:4][CH:5]=2)[NH:9][N:8]=1. The yield is 0.810. (7) The reactants are [CH2:1]=[O:2].[CH2:3]([C:5]1[CH:10]=[C:9]([CH3:11])[CH:8]=[C:7]([CH2:12][CH3:13])[C:6]=1[Mg]Br)[CH3:4].BrC1C(CC)=CC(C)=CC=1CC.[Mg]. The catalyst is C1COCC1. The product is [CH2:3]([C:5]1[CH:10]=[C:9]([CH3:11])[CH:8]=[C:7]([CH2:12][CH3:13])[C:6]=1[CH2:1][OH:2])[CH3:4]. The yield is 0.710.